This data is from Reaction yield outcomes from USPTO patents with 853,638 reactions. The task is: Predict the reaction yield, written as a fraction of the theoretical maximum amount of product (1.0 means a 100% yield; for example, 0.34 means a 34% yield). (1) The yield is 0.422. The catalyst is O. The reactants are CN(C)C=O.[F:6][C:7]1[CH:14]=[C:13]([OH:15])[CH:12]=[CH:11][C:8]=1[CH:9]=[O:10].[H-].[Na+].Cl[CH2:19][C:20]1[CH:25]=[CH:24][C:23]([F:26])=[CH:22][N:21]=1. The product is [F:6][C:7]1[CH:14]=[C:13]([O:15][CH2:19][C:20]2[CH:25]=[CH:24][C:23]([F:26])=[CH:22][N:21]=2)[CH:12]=[CH:11][C:8]=1[CH:9]=[O:10]. (2) The reactants are [H-].[Na+].[CH3:3][S:4]([NH2:7])(=[O:6])=[O:5].[CH3:8][C:9]1([CH3:37])[CH2:18][C:17]2[C:12](=[CH:13][CH:14]=[C:15]([C:19](O)=[O:20])[CH:16]=2)[NH:11][CH:10]1[C:22]1[CH:27]=[CH:26][CH:25]=[C:24]([N:28]2[CH2:33][CH2:32][N:31]([CH3:34])[C:30](=[O:35])[C:29]2=[O:36])[CH:23]=1.C(N1C=CN=C1)(N1C=CN=C1)=O. The catalyst is CN(C)C=O. The product is [CH3:8][C:9]1([CH3:37])[CH2:18][C:17]2[C:12](=[CH:13][CH:14]=[C:15]([C:19]([NH:7][S:4]([CH3:3])(=[O:6])=[O:5])=[O:20])[CH:16]=2)[NH:11][CH:10]1[C:22]1[CH:27]=[CH:26][CH:25]=[C:24]([N:28]2[CH2:33][CH2:32][N:31]([CH3:34])[C:30](=[O:35])[C:29]2=[O:36])[CH:23]=1. The yield is 0.200. (3) The reactants are [C:1]([C:3]1[C:25]([N+:26]([O-])=O)=[CH:24][CH:23]=[CH:22][C:4]=1[O:5][CH2:6][C:7]([CH3:21])([CH3:20])[C:8]([NH:10][CH2:11][C:12]1[CH:17]=[CH:16][C:15]([O:18][CH3:19])=[CH:14][CH:13]=1)=[O:9])#[N:2].O.O.Cl[Sn]Cl.[OH-].[Na+]. The catalyst is COCCOCCOC.Cl. The product is [NH2:26][C:25]1[C:3]([C:1]#[N:2])=[C:4]([CH:22]=[CH:23][CH:24]=1)[O:5][CH2:6][C:7]([CH3:21])([CH3:20])[C:8]([NH:10][CH2:11][C:12]1[CH:17]=[CH:16][C:15]([O:18][CH3:19])=[CH:14][CH:13]=1)=[O:9]. The yield is 0.860.